This data is from CYP3A4 inhibition data for predicting drug metabolism from PubChem BioAssay. The task is: Regression/Classification. Given a drug SMILES string, predict its absorption, distribution, metabolism, or excretion properties. Task type varies by dataset: regression for continuous measurements (e.g., permeability, clearance, half-life) or binary classification for categorical outcomes (e.g., BBB penetration, CYP inhibition). Dataset: cyp3a4_veith. The compound is Cc1ccc(/C=C2\SC(=S)N(CCCC(=O)Nc3ccccn3)C2=O)cc1. The result is 0 (non-inhibitor).